Dataset: NCI-60 drug combinations with 297,098 pairs across 59 cell lines. Task: Regression. Given two drug SMILES strings and cell line genomic features, predict the synergy score measuring deviation from expected non-interaction effect. (1) Drug 1: C(=O)(N)NO. Drug 2: C#CCC(CC1=CN=C2C(=N1)C(=NC(=N2)N)N)C3=CC=C(C=C3)C(=O)NC(CCC(=O)O)C(=O)O. Cell line: MOLT-4. Synergy scores: CSS=9.00, Synergy_ZIP=-3.24, Synergy_Bliss=2.80, Synergy_Loewe=-0.987, Synergy_HSA=-1.00. (2) Drug 1: C1CCN(CC1)CCOC2=CC=C(C=C2)C(=O)C3=C(SC4=C3C=CC(=C4)O)C5=CC=C(C=C5)O. Drug 2: CCCCCOC(=O)NC1=NC(=O)N(C=C1F)C2C(C(C(O2)C)O)O. Cell line: HCT116. Synergy scores: CSS=-4.84, Synergy_ZIP=3.13, Synergy_Bliss=0.343, Synergy_Loewe=-5.27, Synergy_HSA=-5.71. (3) Drug 1: C1=CC=C(C(=C1)C(C2=CC=C(C=C2)Cl)C(Cl)Cl)Cl. Drug 2: CN(CC1=CN=C2C(=N1)C(=NC(=N2)N)N)C3=CC=C(C=C3)C(=O)NC(CCC(=O)O)C(=O)O. Cell line: NCI-H322M. Synergy scores: CSS=37.4, Synergy_ZIP=-0.347, Synergy_Bliss=-0.251, Synergy_Loewe=-19.4, Synergy_HSA=-1.90. (4) Drug 1: CC(C)NC(=O)C1=CC=C(C=C1)CNNC.Cl. Drug 2: C(CN)CNCCSP(=O)(O)O. Cell line: SNB-75. Synergy scores: CSS=3.65, Synergy_ZIP=-2.61, Synergy_Bliss=-3.04, Synergy_Loewe=-3.29, Synergy_HSA=-1.59. (5) Drug 1: CS(=O)(=O)OCCCCOS(=O)(=O)C. Synergy scores: CSS=47.5, Synergy_ZIP=-2.00, Synergy_Bliss=-2.10, Synergy_Loewe=-1.75, Synergy_HSA=-1.77. Drug 2: C1C(C(OC1N2C=NC3=C2NC=NCC3O)CO)O. Cell line: HL-60(TB).